This data is from Full USPTO retrosynthesis dataset with 1.9M reactions from patents (1976-2016). The task is: Predict the reactants needed to synthesize the given product. (1) Given the product [Br:2][C:3]1[CH:8]=[CH:7][C:6]([C:9]2[N:10]=[C:20]([Cl:19])[S:23][N:11]=2)=[CH:5][CH:4]=1, predict the reactants needed to synthesize it. The reactants are: Cl.[Br:2][C:3]1[CH:8]=[CH:7][C:6]([C:9](=[NH:11])[NH2:10])=[CH:5][CH:4]=1.C(N(CC)CC)C.[Cl:19][C:20]([SH:23])(Cl)Cl. (2) The reactants are: [Cl:1][C:2]1[CH:7]=[CH:6][C:5]([S:8]([O-:10])=[O:9])=[CH:4][CH:3]=1.[Na+].Br[CH2:13][C:14]1[CH:15]=[C:16]([CH:19]=[CH:20][CH:21]=1)[C:17]#[N:18]. Given the product [Cl:1][C:2]1[CH:7]=[CH:6][C:5]([S:8]([CH2:13][C:14]2[CH:15]=[C:16]([CH:19]=[CH:20][CH:21]=2)[C:17]#[N:18])(=[O:10])=[O:9])=[CH:4][CH:3]=1, predict the reactants needed to synthesize it.